Dataset: Full USPTO retrosynthesis dataset with 1.9M reactions from patents (1976-2016). Task: Predict the reactants needed to synthesize the given product. Given the product [CH2:1]([N:3]([C:12]1[CH:13]=[C:14]([CH3:29])[C:15]([CH3:28])=[C:16]2[C:20]=1[NH:19][C:18]([C:21]1[S:22][C:23]([CH2:26][OH:27])=[CH:24][N:25]=1)=[CH:17]2)[S:4]([C:7]1[S:8][CH:9]=[CH:10][CH:11]=1)(=[O:5])=[O:6])[CH3:2], predict the reactants needed to synthesize it. The reactants are: [CH2:1]([N:3]([C:12]1[CH:13]=[C:14]([CH3:29])[C:15]([CH3:28])=[C:16]2[C:20]=1[NH:19][C:18]([C:21]1[S:22][C:23]([CH:26]=[O:27])=[CH:24][N:25]=1)=[CH:17]2)[S:4]([C:7]1[S:8][CH:9]=[CH:10][CH:11]=1)(=[O:6])=[O:5])[CH3:2].CO.[BH4-].[Na+].C(O)(=O)CC(CC(O)=O)(C(O)=O)O.